From a dataset of Catalyst prediction with 721,799 reactions and 888 catalyst types from USPTO. Predict which catalyst facilitates the given reaction. (1) The catalyst class is: 2. Reactant: [Br:1]N1C(=O)CCC1=O.C1(P(C2C=CC=CC=2)C2C=CC=CC=2)C=CC=CC=1.[CH3:28][O:29][C:30](=[O:43])[C:31]1[CH:40]=[C:39]([CH2:41]O)[CH:38]=[C:33]([C:34]([O:36][CH3:37])=[O:35])[CH:32]=1. Product: [CH3:28][O:29][C:30](=[O:43])[C:31]1[CH:40]=[C:39]([CH2:41][Br:1])[CH:38]=[C:33]([C:34]([O:36][CH3:37])=[O:35])[CH:32]=1. (2) Reactant: [Br:1][C:2]1[CH:7]=[CH:6][C:5]([O:8][CH2:9][CH2:10]Br)=[CH:4][CH:3]=1.[NH:12]1[CH:16]=[CH:15][CH:14]=[N:13]1.C(=O)([O-])[O-].[Cs+].[Cs+]. Product: [Br:1][C:2]1[CH:7]=[CH:6][C:5]([O:8][CH2:9][CH2:10][N:12]2[CH:16]=[CH:15][CH:14]=[N:13]2)=[CH:4][CH:3]=1. The catalyst class is: 10. (3) Reactant: Br[CH2:2][C:3]1[C:11]2[O:10][C:9]([C:12]#[N:13])=[CH:8][C:7]=2[CH:6]=[C:5]([F:14])[CH:4]=1.[OH:15][C:16]1[CH:21]=[CH:20][C:19]([CH2:22][CH2:23][C:24]([O:26][CH2:27][CH3:28])=[O:25])=[C:18]([CH3:29])[C:17]=1[CH3:30].C(=O)([O-])[O-].[K+].[K+]. Product: [C:12]([C:9]1[O:10][C:11]2[C:3]([CH2:2][O:15][C:16]3[CH:21]=[CH:20][C:19]([CH2:22][CH2:23][C:24]([O:26][CH2:27][CH3:28])=[O:25])=[C:18]([CH3:29])[C:17]=3[CH3:30])=[CH:4][C:5]([F:14])=[CH:6][C:7]=2[CH:8]=1)#[N:13]. The catalyst class is: 23. (4) Reactant: P(Cl)(Cl)(Cl)(Cl)Cl.[CH3:7][N:8]1[CH2:13]N(C)CN(C)[CH2:9]1.[F:16][C:17]1[CH:40]=[CH:39][CH:38]=[C:37]([F:41])[C:18]=1[C:19]([NH:21][C:22]([NH:24][C:25]1[CH:30]=[CH:29][C:28]([S:31][C:32]([F:35])([F:34])[F:33])=[CH:27][C:26]=1[F:36])=[O:23])=[O:20].C(N(CC)CC)C.[OH-].[Na+]. Product: [F:16][C:17]1[CH:40]=[CH:39][CH:38]=[C:37]([F:41])[C:18]=1[C:19]([N:21]1[CH2:9][N:8]([CH3:13])[CH2:7][N:24]([C:25]2[CH:30]=[CH:29][C:28]([S:31][C:32]([F:34])([F:33])[F:35])=[CH:27][C:26]=2[F:36])[C:22]1=[O:23])=[O:20]. The catalyst class is: 4. (5) Reactant: O.[OH-].[Li+].C[O:5][C:6](=[O:35])[CH2:7][C:8]1[C:17]([CH3:18])=[C:16]([C:19]2[CH:24]=[CH:23][C:22]([S:25]([N:28]3[CH2:33][CH2:32][CH2:31][CH2:30][CH2:29]3)(=[O:27])=[O:26])=[CH:21][CH:20]=2)[C:15]2[C:10](=[CH:11][CH:12]=[C:13]([F:34])[CH:14]=2)[CH:9]=1.C1COCC1.O. Product: [F:34][C:13]1[CH:14]=[C:15]2[C:10](=[CH:11][CH:12]=1)[CH:9]=[C:8]([CH2:7][C:6]([OH:35])=[O:5])[C:17]([CH3:18])=[C:16]2[C:19]1[CH:20]=[CH:21][C:22]([S:25]([N:28]2[CH2:33][CH2:32][CH2:31][CH2:30][CH2:29]2)(=[O:26])=[O:27])=[CH:23][CH:24]=1. The catalyst class is: 81.